Regression. Given two drug SMILES strings and cell line genomic features, predict the synergy score measuring deviation from expected non-interaction effect. From a dataset of NCI-60 drug combinations with 297,098 pairs across 59 cell lines. Drug 2: CCC1=C2CN3C(=CC4=C(C3=O)COC(=O)C4(CC)O)C2=NC5=C1C=C(C=C5)O. Cell line: T-47D. Synergy scores: CSS=26.1, Synergy_ZIP=-6.73, Synergy_Bliss=1.98, Synergy_Loewe=-8.04, Synergy_HSA=-0.604. Drug 1: CC1=C2C(C(=O)C3(C(CC4C(C3C(C(C2(C)C)(CC1OC(=O)C(C(C5=CC=CC=C5)NC(=O)C6=CC=CC=C6)O)O)OC(=O)C7=CC=CC=C7)(CO4)OC(=O)C)O)C)OC(=O)C.